From a dataset of Forward reaction prediction with 1.9M reactions from USPTO patents (1976-2016). Predict the product of the given reaction. (1) The product is: [CH2:1]=[CH:2][CH:3]=[CH2:4].[C:1]1(=[O:7])[NH:17][C:4](=[O:5])[CH:3]=[CH:2]1.[C:1]1(=[O:7])[NH:17][C:4](=[O:5])[CH:3]=[CH:2]1.[C:15](#[N:17])[CH:12]=[CH2:13]. Given the reactants [C:1]1(=[O:7])O[C:4](=[O:5])[CH:3]=[CH:2]1.C(O[C:12](=O)[CH3:13])(=O)C.[CH2:15]([N:17](CC)CC)C.CC([O-])=O.[Na+], predict the reaction product. (2) Given the reactants C(OC(=O)C1C=CC=C(C#C[C:13]2[CH:25]=[CH:24][C:16]3[O:17][CH2:18][C:19]([CH3:23])([CH3:22])[CH2:20][O:21][C:15]=3[CH:14]=2)C=1)C.[C:27]([C:29]1[CH:34]=[CH:33][C:32]([C:35]([N:37]2[CH2:42][CH2:41][O:40][CH2:39][CH2:38]2)=[O:36])=[CH:31][CH:30]=1)#[CH:28].IC1C=CC2OCC(C)(C)COC=2C=1, predict the reaction product. The product is: [CH3:22][C:19]1([CH3:23])[CH2:18][O:17][C:16]2[CH:24]=[CH:25][C:13]([C:28]#[C:27][C:29]3[CH:34]=[CH:33][C:32]([C:35]([N:37]4[CH2:42][CH2:41][O:40][CH2:39][CH2:38]4)=[O:36])=[CH:31][CH:30]=3)=[CH:14][C:15]=2[O:21][CH2:20]1. (3) Given the reactants [CH2:1]([S:3][CH2:4][CH2:5][OH:6])[CH3:2].[H-].[Na+].Cl[C:10]1[CH:38]=[CH:37][C:13]([C:14]([NH:16][CH2:17][CH2:18][NH:19][C:20]([C:22]2[C:23]([C:33]([F:36])([F:35])[F:34])=[N:24][N:25]([C:27]3[CH:32]=[CH:31][CH:30]=[CH:29][CH:28]=3)[CH:26]=2)=[O:21])=[O:15])=[CH:12][N:11]=1.O, predict the reaction product. The product is: [CH2:1]([S:3][CH2:4][CH2:5][O:6][C:10]1[CH:38]=[CH:37][C:13]([C:14]([NH:16][CH2:17][CH2:18][NH:19][C:20]([C:22]2[C:23]([C:33]([F:36])([F:34])[F:35])=[N:24][N:25]([C:27]3[CH:32]=[CH:31][CH:30]=[CH:29][CH:28]=3)[CH:26]=2)=[O:21])=[O:15])=[CH:12][N:11]=1)[CH3:2]. (4) Given the reactants [Cl:1][C:2]1[N:7]2[N:8]=[C:9]([C:11]3[O:12][CH:13]=[CH:14][CH:15]=3)[CH:10]=[C:6]2[CH:5]=[CH:4][CH:3]=1.[Br:16]N1C(=O)CCC1=O.[Cl-].[NH4+].CCOCC, predict the reaction product. The product is: [Br:16][C:10]1[C:9]([C:11]2[O:12][CH:13]=[CH:14][CH:15]=2)=[N:8][N:7]2[C:2]([Cl:1])=[CH:3][CH:4]=[CH:5][C:6]=12. (5) Given the reactants [F:1][C:2]1[CH:3]=[C:4]([C:9]2([C:15]#[N:16])[CH2:14][CH2:13][CH2:12][CH2:11][CH2:10]2)[CH:5]=[C:6]([F:8])[CH:7]=1.C([O-])([O-])=[O:18].[K+].[K+].OO, predict the reaction product. The product is: [F:1][C:2]1[CH:3]=[C:4]([C:9]2([C:15]([NH2:16])=[O:18])[CH2:14][CH2:13][CH2:12][CH2:11][CH2:10]2)[CH:5]=[C:6]([F:8])[CH:7]=1. (6) Given the reactants C(OC(=O)[NH:7][C:8]1[N:13]=[CH:12][C:11]([C:14]2[N:15]=[C:16]([N:41]3[CH2:46][CH2:45][O:44][CH2:43][CH2:42]3)[C:17]3[N:23]=[CH:22][C:21]([C:24]4[CH:29]=[CH:28][CH:27]=[C:26]([NH:30][S:31]([C:34]5[CH:39]=[CH:38][C:37]([F:40])=[CH:36][CH:35]=5)(=[O:33])=[O:32])[CH:25]=4)=[CH:20][C:18]=3[N:19]=2)=[CH:10][N:9]=1)(C)(C)C.FC(F)(F)C(O)=O, predict the reaction product. The product is: [NH2:7][C:8]1[N:13]=[CH:12][C:11]([C:14]2[N:15]=[C:16]([N:41]3[CH2:46][CH2:45][O:44][CH2:43][CH2:42]3)[C:17]3[N:23]=[CH:22][C:21]([C:24]4[CH:25]=[C:26]([NH:30][S:31]([C:34]5[CH:39]=[CH:38][C:37]([F:40])=[CH:36][CH:35]=5)(=[O:32])=[O:33])[CH:27]=[CH:28][CH:29]=4)=[CH:20][C:18]=3[N:19]=2)=[CH:10][N:9]=1.